From a dataset of Reaction yield outcomes from USPTO patents with 853,638 reactions. Predict the reaction yield, written as a fraction of the theoretical maximum amount of product (1.0 means a 100% yield; for example, 0.34 means a 34% yield). (1) The reactants are [N:1]([C:4]1[C:5]2[NH:12][CH:11]=[C:10]([C@@H:13]3[N:17]([C:18]([O:20][C:21]([CH3:24])([CH3:23])[CH3:22])=[O:19])[C@@H:16]([CH2:25][OH:26])[C@H:15]4[O:27][C:28]([CH3:31])([CH3:30])[O:29][C@@H:14]34)[C:6]=2[N:7]=[CH:8][N:9]=1)=[N+:2]=[N-:3].[C:32]([O:36][C:37]([NH:39][C@@H:40]([CH2:44][CH:45]([CH3:47])[CH3:46])[C:41](O)=[O:42])=[O:38])([CH3:35])([CH3:34])[CH3:33].Cl.C(N=C=NCCCN(C)C)C. The catalyst is CN(C=O)C.CN(C)C1C=CN=CC=1. The product is [N:1]([C:4]1[C:5]2[NH:12][CH:11]=[C:10]([C@@H:13]3[N:17]([C:18]([O:20][C:21]([CH3:24])([CH3:23])[CH3:22])=[O:19])[C@H:16]([CH2:25][O:26][C:41](=[O:42])[C@@H:40]([NH:39][C:37]([O:36][C:32]([CH3:33])([CH3:35])[CH3:34])=[O:38])[CH2:44][CH:45]([CH3:47])[CH3:46])[C@H:15]4[O:27][C:28]([CH3:31])([CH3:30])[O:29][C@@H:14]34)[C:6]=2[N:7]=[CH:8][N:9]=1)=[N+:2]=[N-:3]. The yield is 0.390. (2) The reactants are Br[C:2]1[CH:7]=[CH:6][C:5]([C:8]2([C:21]3[CH:26]=[CH:25][CH:24]=[CH:23][CH:22]=3)[C:20]3[CH:19]=[CH:18][CH:17]=[CH:16][C:15]=3[C:14]3[C:9]2=[CH:10][CH:11]=[CH:12][CH:13]=3)=[CH:4][CH:3]=1.[C:27]1([NH2:37])[C:36]2[C:31](=[CH:32][CH:33]=[CH:34][CH:35]=2)[CH:30]=[CH:29][CH:28]=1.CC(C)([O-])C.[Na+].C(P(C(C)(C)C)C(C)(C)C)(C)(C)C. The catalyst is C1C=CC(/C=C/C(/C=C/C2C=CC=CC=2)=O)=CC=1.C1C=CC(/C=C/C(/C=C/C2C=CC=CC=2)=O)=CC=1.[Pd].CCCCCC.C1(C)C=CC=CC=1. The product is [C:27]1([NH:37][C:2]2[CH:7]=[CH:6][C:5]([C:8]3([C:21]4[CH:26]=[CH:25][CH:24]=[CH:23][CH:22]=4)[C:20]4[CH:19]=[CH:18][CH:17]=[CH:16][C:15]=4[C:14]4[C:9]3=[CH:10][CH:11]=[CH:12][CH:13]=4)=[CH:4][CH:3]=2)[C:36]2[C:31](=[CH:32][CH:33]=[CH:34][CH:35]=2)[CH:30]=[CH:29][CH:28]=1. The yield is 0.520.